From a dataset of Full USPTO retrosynthesis dataset with 1.9M reactions from patents (1976-2016). Predict the reactants needed to synthesize the given product. (1) Given the product [Br-:32].[CH2:37]([O:36][C:34]([CH2:33][N:12]1[CH:13]=[CH:14][N+:10]([C:3]2[C:4]([CH3:9])=[CH:5][C:6]([CH3:8])=[CH:7][C:2]=2[CH3:1])=[C:11]1[NH2:15])=[O:35])[CH3:38], predict the reactants needed to synthesize it. The reactants are: [CH3:1][C:2]1[CH:7]=[C:6]([CH3:8])[CH:5]=[C:4]([CH3:9])[C:3]=1[N:10]1[CH2:14][CH2:13][NH:12][C:11]1=[NH:15].CC(C)([O-])C.CC(C)([O-])C.CC(C)([O-])C.[Al+3].[Br:32][CH2:33][C:34]([O:36][CH2:37][CH3:38])=[O:35]. (2) Given the product [CH3:58][S:55]([N:53]1[CH2:52][CH2:51][CH2:50][N:49]2[C:40]3[C:39]4[C:44](=[CH:45][C:36]([C:28]5[CH:27]=[N:26][CH:31]=[CH:30][CH:29]=5)=[CH:37][CH:38]=4)[N:43]=[C:42]([NH2:46])[C:41]=3[N:47]=[C:48]2[CH2:54]1)(=[O:57])=[O:56], predict the reactants needed to synthesize it. The reactants are: C(=O)([O-])[O-].[Na+].[Na+].C1(P(C2C=CC=CC=2)C2C=CC=CC=2)C=CC=CC=1.[N:26]1[CH:31]=[CH:30][CH:29]=[C:28](B(O)O)[CH:27]=1.Br[C:36]1[CH:45]=[C:44]2[C:39]([C:40]3[N:49]4[CH2:50][CH2:51][CH2:52][N:53]([S:55]([CH3:58])(=[O:57])=[O:56])[CH2:54][C:48]4=[N:47][C:41]=3[C:42]([NH2:46])=[N:43]2)=[CH:38][CH:37]=1. (3) Given the product [Cl:1][C:2]1[CH:3]=[C:4]([CH:14]=[CH:15][C:16]=1[Cl:17])[O:5][C:6]1[CH:7]=[C:8]([CH:11]=[CH:12][CH:13]=1)[CH2:9][N:32]1[CH2:33][CH2:34][CH:29]([C:25]2[CH:24]=[C:23]([NH:22][C:20](=[O:21])[CH:19]([CH3:18])[CH3:35])[CH:28]=[CH:27][CH:26]=2)[CH2:30][CH2:31]1, predict the reactants needed to synthesize it. The reactants are: [Cl:1][C:2]1[CH:3]=[C:4]([CH:14]=[CH:15][C:16]=1[Cl:17])[O:5][C:6]1[CH:7]=[C:8]([CH:11]=[CH:12][CH:13]=1)[CH:9]=O.[CH3:18][CH:19]([CH3:35])[C:20]([NH:22][C:23]1[CH:28]=[CH:27][CH:26]=[C:25]([CH:29]2[CH2:34][CH2:33][NH:32][CH2:31][CH2:30]2)[CH:24]=1)=[O:21]. (4) Given the product [CH3:6][O:5][C:3](=[O:4])[CH:2]([CH2:13][C:14]1[CH:19]=[CH:18][C:17]([F:20])=[C:16]([C:21]([F:24])([F:22])[F:23])[CH:15]=1)[C:1]([O:8][CH3:9])=[O:7], predict the reactants needed to synthesize it. The reactants are: [C:1]([O:8][CH3:9])(=[O:7])[CH2:2][C:3]([O:5][CH3:6])=[O:4].[H-].[Na+].Br[CH2:13][C:14]1[CH:19]=[CH:18][C:17]([F:20])=[C:16]([C:21]([F:24])([F:23])[F:22])[CH:15]=1. (5) Given the product [NH2:9][C:6]1[CH:5]=[CH:4][N:3]=[C:2]([Br:1])[C:7]=1[OH:8], predict the reactants needed to synthesize it. The reactants are: [Br:1][C:2]1[C:7]([OH:8])=[C:6]([N+:9]([O-])=O)[CH:5]=[CH:4][N:3]=1.C1COCC1.